Dataset: Full USPTO retrosynthesis dataset with 1.9M reactions from patents (1976-2016). Task: Predict the reactants needed to synthesize the given product. (1) Given the product [OH:9][C:7]1[C:3]2[N:2]([CH:6]=[CH:5][CH:4]=2)[N:1]=[CH:15][C:16]=1[C:17]#[N:18], predict the reactants needed to synthesize it. The reactants are: [NH2:1][N:2]1[CH:6]=[CH:5][CH:4]=[C:3]1[C:7]([O:9]CC)=O.C(O[CH:15](OCC)[CH2:16][C:17]#[N:18])C.Cl.C1CCN2C(=NCCC2)CC1. (2) Given the product [CH3:2][NH:3][C@@H:4]1[C:9]2[CH:10]=[CH:11][CH:12]=[CH:13][C:8]=2[C@H:7]([C:14]2[CH:15]=[CH:16][C:17]([Cl:21])=[C:18]([Cl:20])[CH:19]=2)[CH2:6][CH2:5]1.[C:24]([O-:34])(=[O:33])[CH:25]([C:27]1[CH:32]=[CH:31][CH:30]=[CH:29][CH:28]=1)[OH:26], predict the reactants needed to synthesize it. The reactants are: Cl.[CH3:2][NH:3][C@@H:4]1[C:9]2[CH:10]=[CH:11][CH:12]=[CH:13][C:8]=2[C@H:7]([C:14]2[CH:15]=[CH:16][C:17]([Cl:21])=[C:18]([Cl:20])[CH:19]=2)[CH2:6][CH2:5]1.[OH-].[Na+].[C:24]([OH:34])(=[O:33])[CH:25]([C:27]1[CH:32]=[CH:31][CH:30]=[CH:29][CH:28]=1)[OH:26]. (3) Given the product [S:12]([O-:16])([O-:15])(=[O:14])=[O:13].[K+:11].[K+:11].[Cl:1]([OH:5])(=[O:4])(=[O:3])=[O:2], predict the reactants needed to synthesize it. The reactants are: [Cl:1]([OH:5])(=[O:4])(=[O:3])=[O:2].Cl([O-])(=O)(=O)=O.[K+:11].[S:12](=[O:16])(=[O:15])([OH:14])[OH:13]. (4) Given the product [Cl:26][C:21]1[CH:22]=[CH:23][CH:24]=[CH:25][C:20]=1[C@H:18]([O:17][C:11]1[CH:10]=[C:9]([N:6]2[C:5]3[CH:27]=[CH:28][C:2]([C:33]4[CH:32]=[N:31][C:30]([F:29])=[CH:35][CH:34]=4)=[CH:3][C:4]=3[N:8]=[CH:7]2)[S:13][C:12]=1[C:14]([NH2:16])=[O:15])[CH3:19], predict the reactants needed to synthesize it. The reactants are: Br[C:2]1[CH:28]=[CH:27][C:5]2[N:6]([C:9]3[S:13][C:12]([C:14]([NH2:16])=[O:15])=[C:11]([O:17][C@@H:18]([C:20]4[CH:25]=[CH:24][CH:23]=[CH:22][C:21]=4[Cl:26])[CH3:19])[CH:10]=3)[CH:7]=[N:8][C:4]=2[CH:3]=1.[F:29][C:30]1[CH:35]=[C:34](B(O)O)[CH:33]=[CH:32][N:31]=1. (5) The reactants are: C[N:2](C)/[CH:3]=[CH:4]/[C:5]([C:7]1[C:12](=[O:13])[CH:11]=[CH:10][N:9]([C:14]2[CH:19]=[CH:18][CH:17]=[CH:16][CH:15]=2)[N:8]=1)=O.[Cl:21][C:22]1[CH:27]=[CH:26][C:25]([Cl:28])=[CH:24][C:23]=1[NH:29]N. Given the product [Cl:21][C:22]1[CH:27]=[CH:26][C:25]([Cl:28])=[CH:24][C:23]=1[N:29]1[C:5]([C:7]2[C:12](=[O:13])[CH:11]=[CH:10][N:9]([C:14]3[CH:19]=[CH:18][CH:17]=[CH:16][CH:15]=3)[N:8]=2)=[CH:4][CH:3]=[N:2]1, predict the reactants needed to synthesize it. (6) The reactants are: [CH2:1]([O:8][CH2:9][C@@H:10]1[CH2:14][C@@H:13]([S:15][C:16]([C:29]2[CH:34]=[CH:33][CH:32]=[CH:31][CH:30]=2)([C:23]2[CH:28]=[CH:27][CH:26]=[CH:25][CH:24]=2)[C:17]2[CH:22]=[CH:21][CH:20]=[CH:19][CH:18]=2)[CH2:12][NH:11]1)[C:2]1[CH:7]=[CH:6][CH:5]=[CH:4][CH:3]=1.C[Si]([N:39]=[C:40]=[O:41])(C)C. Given the product [CH2:1]([O:8][CH2:9][C@@H:10]1[CH2:14][C@@H:13]([S:15][C:16]([C:29]2[CH:34]=[CH:33][CH:32]=[CH:31][CH:30]=2)([C:23]2[CH:24]=[CH:25][CH:26]=[CH:27][CH:28]=2)[C:17]2[CH:18]=[CH:19][CH:20]=[CH:21][CH:22]=2)[CH2:12][N:11]1[C:40]([NH2:39])=[O:41])[C:2]1[CH:3]=[CH:4][CH:5]=[CH:6][CH:7]=1, predict the reactants needed to synthesize it. (7) Given the product [OH:6][C@H:5]([CH3:7])[C@H:4]([NH:3][C:18]([O:20][CH3:21])=[O:19])[C:8]([OH:10])=[O:9], predict the reactants needed to synthesize it. The reactants are: [OH-].[Na+].[NH2:3][C@H:4]([C:8]([OH:10])=[O:9])[C@@H:5]([CH3:7])[OH:6].C(=O)([O-])[O-].[Na+].[Na+].Cl[C:18]([O:20][CH3:21])=[O:19].